Dataset: Reaction yield outcomes from USPTO patents with 853,638 reactions. Task: Predict the reaction yield, written as a fraction of the theoretical maximum amount of product (1.0 means a 100% yield; for example, 0.34 means a 34% yield). (1) The reactants are [C:1]1(=[O:10])[C:9]2[C:4](=[CH:5][CH:6]=[CH:7][CH:8]=2)[CH2:3][CH2:2]1.[N+:11]([O-])([O-:13])=[O:12].[K+]. The catalyst is S(=O)(=O)(O)O. The product is [N+:11]([C:7]1[CH:8]=[C:9]2[C:4]([CH2:3][CH2:2][C:1]2=[O:10])=[CH:5][CH:6]=1)([O-:13])=[O:12]. The yield is 0.600. (2) The reactants are [CH3:1][C:2]1[CH:7]=[CH:6][N:5]=[CH:4][C:3]=1[N:8]1[CH2:12][CH2:11][NH:10][C:9]1=[O:13].Br[C:15]1[CH:20]=[CH:19][CH:18]=[C:17]([Cl:21])[CH:16]=1.N[C@@H]1CCCC[C@H]1N.P([O-])([O-])([O-])=O.[K+].[K+].[K+]. The catalyst is [Cu](I)I.O1CCOCC1. The product is [Cl:21][C:17]1[CH:16]=[C:15]([N:10]2[CH2:11][CH2:12][N:8]([C:3]3[CH:4]=[N:5][CH:6]=[CH:7][C:2]=3[CH3:1])[C:9]2=[O:13])[CH:20]=[CH:19][CH:18]=1. The yield is 0.593.